This data is from Full USPTO retrosynthesis dataset with 1.9M reactions from patents (1976-2016). The task is: Predict the reactants needed to synthesize the given product. (1) Given the product [Cl:26][C:23]1[CH:22]=[CH:21][C:20]([C:18]2[O:17][C:16]([C:27]([F:28])([F:29])[F:30])=[C:15]([CH2:14][CH2:13][OH:12])[CH:19]=2)=[CH:25][CH:24]=1, predict the reactants needed to synthesize it. The reactants are: [H-].C([Al+]CC(C)C)C(C)C.C[O:12][C:13](=O)[CH2:14][C:15]1[CH:19]=[C:18]([C:20]2[CH:25]=[CH:24][C:23]([Cl:26])=[CH:22][CH:21]=2)[O:17][C:16]=1[C:27]([F:30])([F:29])[F:28]. (2) The reactants are: [N+:1]([C:4]1[CH:18]=[CH:17][C:7]([CH2:8][O:9][C:10]([NH:12][CH2:13][CH2:14][CH2:15][OH:16])=[O:11])=[CH:6][CH:5]=1)([O-:3])=[O:2].[N+]1([O-])C=CC=CC=1.O[C:27]1[CH:44]=[CH:43][C:30]2[CH2:31][CH:32]([CH2:38][C:39]([O:41][CH3:42])=[O:40])[C:33](=[O:37])[N:34]([CH3:36])[CH2:35][C:29]=2[CH:28]=1.OC1C=CC2CC(CC(OC)=O)C(=O)NCC=2C=1. Given the product [N+:1]([C:4]1[CH:5]=[CH:6][C:7]([CH2:8][O:9][C:10]([NH:12][CH2:13][CH2:14][CH2:15][O:16][C:27]2[CH:44]=[CH:43][C:30]3[CH2:31][CH:32]([CH2:38][C:39]([O:41][CH3:42])=[O:40])[C:33](=[O:37])[N:34]([CH3:36])[CH2:35][C:29]=3[CH:28]=2)=[O:11])=[CH:17][CH:18]=1)([O-:3])=[O:2], predict the reactants needed to synthesize it. (3) Given the product [F:16][C@@H:6]1[C@@H:5]([OH:4])[C@@H:11]([OH:12])[CH2:10][O:9][CH:7]1[OH:8], predict the reactants needed to synthesize it. The reactants are: C([O:4][C@H:5]1[C@@H:11]([O:12]C(=O)C)[CH2:10][O:9][CH:7]([OH:8])[C@@H:6]1[F:16])(=O)C.C[O-].[Na+]. (4) Given the product [F:21][C:20]1[CH:19]=[C:18]([F:22])[CH:17]=[C:16]([F:23])[C:15]=1[CH:14]1[C:13](=[O:24])[NH:12][C:11]2=[CH:10][N:9]=[N:8][CH:7]=[C:6]2[C:4]1=[O:5], predict the reactants needed to synthesize it. The reactants are: C(O[C:4]([C:6]1[C:11]([NH:12][C:13](=[O:24])[CH2:14][C:15]2[C:20]([F:21])=[CH:19][C:18]([F:22])=[CH:17][C:16]=2[F:23])=[CH:10][N:9]=[N:8][CH:7]=1)=[O:5])C.